This data is from HIV replication inhibition screening data with 41,000+ compounds from the AIDS Antiviral Screen. The task is: Binary Classification. Given a drug SMILES string, predict its activity (active/inactive) in a high-throughput screening assay against a specified biological target. (1) The drug is CCOP(=O)(C=C(Cl)c1ccccc1)OCC. The result is 0 (inactive). (2) The drug is Cc1nn(C(=N)N)c(O)c1CCO. The result is 0 (inactive). (3) The molecule is COc1ccc(-n2nc(C)cc(Cl)c2=O)cc1. The result is 0 (inactive). (4) The drug is CCC12OC(=O)C34CC(C(=O)N(CCc5c3[nH]c3ccccc53)C41)C2I. The result is 0 (inactive). (5) The molecule is COc1ccc(OC2OC(CO)C(O)C(O)C2O)cc1. The result is 0 (inactive). (6) The compound is O=C1CCCC1(CCSc1ccccc1)C(CCCl)Sc1ccccc1. The result is 0 (inactive). (7) The molecule is O=C(O)C1(Cc2ccc3c(c2)CCC3)Cc2ccccc2C1. The result is 0 (inactive).